Dataset: Retrosynthesis with 50K atom-mapped reactions and 10 reaction types from USPTO. Task: Predict the reactants needed to synthesize the given product. Given the product CC(C)(C)OC(=O)N1CCCC(C#Cc2ccc(F)cc2)C1, predict the reactants needed to synthesize it. The reactants are: C#CC1CCCN(C(=O)OC(C)(C)C)C1.Fc1ccc(I)cc1.